From a dataset of Peptide-MHC class I binding affinity with 185,985 pairs from IEDB/IMGT. Regression. Given a peptide amino acid sequence and an MHC pseudo amino acid sequence, predict their binding affinity value. This is MHC class I binding data. (1) The peptide sequence is NEGIMAVGI. The MHC is HLA-B44:03 with pseudo-sequence HLA-B44:03. The binding affinity (normalized) is 0.530. (2) The peptide sequence is GDMTPAERL. The MHC is H-2-Kk with pseudo-sequence H-2-Kk. The binding affinity (normalized) is 0.152. (3) The peptide sequence is IIAVFDSKL. The MHC is HLA-A02:06 with pseudo-sequence HLA-A02:06. The binding affinity (normalized) is 0.576. (4) The peptide sequence is RTVKYPNL. The MHC is H-2-Db with pseudo-sequence H-2-Db. The binding affinity (normalized) is 0.